This data is from Full USPTO retrosynthesis dataset with 1.9M reactions from patents (1976-2016). The task is: Predict the reactants needed to synthesize the given product. (1) Given the product [CH2:25]([O:24][C:22]([C:21]1[O:8][C:7]2[C:6]([F:9])=[C:5]([C:10]3[CH:15]=[CH:14][CH:13]=[CH:12][CH:11]=3)[C:4]([CH3:16])=[C:3]([C:17]#[N:18])[C:2]=2[N:1]=1)=[O:23])[CH3:26], predict the reactants needed to synthesize it. The reactants are: [NH2:1][C:2]1[C:7]([OH:8])=[C:6]([F:9])[C:5]([C:10]2[CH:15]=[CH:14][CH:13]=[CH:12][CH:11]=2)=[C:4]([CH3:16])[C:3]=1[C:17]#[N:18].CO[CH2:21][C:22]([O:24][CH2:25][CH3:26])=[O:23]. (2) Given the product [CH3:16][O:1][C:2]1[C:11]2[C:6](=[CH:7][CH:8]=[CH:9][CH:10]=2)[CH:5]=[CH:4][C:3]=1[CH:12]=[O:13], predict the reactants needed to synthesize it. The reactants are: [OH:1][C:2]1[C:11]2[C:6](=[CH:7][CH:8]=[CH:9][CH:10]=2)[CH:5]=[CH:4][C:3]=1[CH:12]=[O:13].[H-].[Na+].[CH3:16]I. (3) Given the product [CH2:1]([O:8][C:9]([NH:11][C@H:12]([C:25]1[N:29]([C@@H:30]([CH3:35])[C:31]([OH:33])=[O:32])[N:28]=[N:27][N:26]=1)[CH2:13][C:14]1[CH:19]=[CH:18][C:17]([O:20][C:21]([CH3:24])([CH3:23])[CH3:22])=[CH:16][CH:15]=1)=[O:10])[C:2]1[CH:7]=[CH:6][CH:5]=[CH:4][CH:3]=1, predict the reactants needed to synthesize it. The reactants are: [CH2:1]([O:8][C:9]([NH:11][C@H:12]([C:25]1[N:29]([C@@H:30]([CH3:35])[C:31]([O:33]C)=[O:32])[N:28]=[N:27][N:26]=1)[CH2:13][C:14]1[CH:19]=[CH:18][C:17]([O:20][C:21]([CH3:24])([CH3:23])[CH3:22])=[CH:16][CH:15]=1)=[O:10])[C:2]1[CH:7]=[CH:6][CH:5]=[CH:4][CH:3]=1.CO.[OH-].[Li+].Cl. (4) Given the product [Br:1][C:2]1[CH:3]=[C:4]([CH:9]=[C:10]([S:12]([CH3:15])(=[O:14])=[O:13])[CH:11]=1)[C:5]([OH:7])=[O:6], predict the reactants needed to synthesize it. The reactants are: [Br:1][C:2]1[CH:3]=[C:4]([CH:9]=[C:10]([S:12]([CH3:15])(=[O:14])=[O:13])[CH:11]=1)[C:5]([O:7]C)=[O:6].[OH-].[Li+].O1CCCC1.Cl. (5) Given the product [CH3:1][C:2]1[C:7]([OH:8])=[CH:6][CH:5]=[CH:4][C:3]=1[C:9]([NH:11][C@H:12]([C@H:21]([OH:40])[CH2:22][N:23]1[C@H:32]([C:33]([NH:35][C:36]([CH3:38])([CH3:37])[CH3:39])=[O:34])[CH2:31][C@H:30]2[C@H:25]([CH2:26][CH2:27][CH2:28][CH2:29]2)[CH2:24]1)[CH2:13][S:14][C:15]1[CH:20]=[CH:19][CH:18]=[CH:17][CH:16]=1)=[O:10].[CH3:43][S:44]([OH:47])(=[O:46])=[O:45], predict the reactants needed to synthesize it. The reactants are: [CH3:1][C:2]1[C:7]([OH:8])=[CH:6][CH:5]=[CH:4][C:3]=1[C:9]([NH:11][C@H:12]([C@H:21]([OH:40])[CH2:22][N:23]1[C@H:32]([C:33]([NH:35][C:36]([CH3:39])([CH3:38])[CH3:37])=[O:34])[CH2:31][C@H:30]2[C@H:25]([CH2:26][CH2:27][CH2:28][CH2:29]2)[CH2:24]1)[CH2:13][S:14][C:15]1[CH:16]=[CH:17][CH:18]=[CH:19][CH:20]=1)=[O:10].CO.[CH3:43][S:44]([OH:47])(=[O:46])=[O:45]. (6) Given the product [Cl:1][C:2]1[CH:3]=[CH:4][C:5]([OH:11])=[C:6]([CH:10]=1)[C:7]([NH:18][C:17]1[CH:19]=[CH:20][C:14]([O:13][CH3:12])=[C:15]([C:21]([F:22])([F:23])[F:24])[CH:16]=1)=[O:9], predict the reactants needed to synthesize it. The reactants are: [Cl:1][C:2]1[CH:10]=[C:6]([C:7]([OH:9])=O)[C:5]([OH:11])=[CH:4][CH:3]=1.[CH3:12][O:13][C:14]1[CH:20]=[CH:19][C:17]([NH2:18])=[CH:16][C:15]=1[C:21]([F:24])([F:23])[F:22]. (7) Given the product [OH:20][CH2:19][C:6]1[C:5]([CH2:3][OH:2])=[C:17]2[CH2:16][C:15]3[CH:14]=[CH:13][CH:12]=[CH:11][C:10]=3[CH2:9][N:8]2[C:7]=1[CH3:18], predict the reactants needed to synthesize it. The reactants are: C[O:2][C:3]([C:5]1[C:6]([C:19](OC)=[O:20])=[C:7]([CH3:18])[N:8]2[C:17]=1[CH2:16][C:15]1[CH:14]=[CH:13][CH:12]=[CH:11][C:10]=1[CH2:9]2)=O.[H-].[H-].[H-].[H-].[Li+].[Al+3].